This data is from Tox21: 12 toxicity assays (nuclear receptors and stress response pathways). The task is: Binary classification across 12 toxicity assays. (1) The drug is CCCCc1ccc2[nH]c(NC(=O)OC)nc2c1. It tested positive (active) for: NR-AR (Androgen Receptor agonist activity), NR-AhR (Aryl hydrocarbon Receptor agonist activity), NR-ER (Estrogen Receptor agonist activity), SR-ATAD5 (ATAD5 genotoxicity (DNA damage)), SR-MMP (Mitochondrial Membrane Potential disruption), and SR-p53 (p53 tumor suppressor activation). (2) The drug is O=C(NC(=O)c1c(F)cccc1F)Nc1cc(Cl)c(Oc2ncc(C(F)(F)F)cc2Cl)c(Cl)c1. It tested positive (active) for: SR-ARE (Antioxidant Response Element (oxidative stress)), SR-MMP (Mitochondrial Membrane Potential disruption), and SR-p53 (p53 tumor suppressor activation). (3) The molecule is COc1cc(C(C)(C)C)c(O)c(C(C)(C)C)c1. It tested positive (active) for: SR-MMP (Mitochondrial Membrane Potential disruption). (4) The molecule is CCCCCCCCCCCCc1ccccc1O. It tested positive (active) for: NR-ER (Estrogen Receptor agonist activity), NR-ER-LBD (Estrogen Receptor Ligand Binding Domain agonist), NR-PPAR-gamma (PPAR-gamma nuclear receptor agonist), and SR-MMP (Mitochondrial Membrane Potential disruption). (5) The compound is CSc1nc(N=[N+]=[N-])nc(NC(C)C)n1. It tested positive (active) for: SR-ARE (Antioxidant Response Element (oxidative stress)). (6) The compound is CCCCCCCC/C=C\CCCCCCCC(=O)N(C)CC(=O)O. It tested positive (active) for: NR-PPAR-gamma (PPAR-gamma nuclear receptor agonist). (7) The molecule is C[C@]12CC[C@H]3[C@@H](CCC4=CC(=O)CC[C@@]43C)[C@@H]1CCC2=O. It tested positive (active) for: NR-AR (Androgen Receptor agonist activity), NR-AR-LBD (Androgen Receptor Ligand Binding Domain agonist), NR-ER (Estrogen Receptor agonist activity), and NR-ER-LBD (Estrogen Receptor Ligand Binding Domain agonist). (8) The molecule is CCOC(=O)c1ccc(N(C)C)cc1. It tested positive (active) for: NR-AhR (Aryl hydrocarbon Receptor agonist activity), and NR-ER (Estrogen Receptor agonist activity). (9) The drug is NC[C@H]1CC[C@H](C(=O)Oc2ccc(CCC(=O)O)cc2)CC1. It tested positive (active) for: NR-Aromatase (Aromatase enzyme inhibition). (10) The molecule is CCCCCCCCCCO. It tested positive (active) for: NR-Aromatase (Aromatase enzyme inhibition).